Dataset: Peptide-MHC class I binding affinity with 185,985 pairs from IEDB/IMGT. Task: Regression. Given a peptide amino acid sequence and an MHC pseudo amino acid sequence, predict their binding affinity value. This is MHC class I binding data. (1) The peptide sequence is SLNFLGGTTV. The MHC is Patr-A0701 with pseudo-sequence Patr-A0701. The binding affinity (normalized) is 0.360. (2) The peptide sequence is CQITRRDWSF. The MHC is Mamu-B01 with pseudo-sequence Mamu-B01. The binding affinity (normalized) is 0. (3) The peptide sequence is RSFAERLDR. The MHC is HLA-A69:01 with pseudo-sequence HLA-A69:01. The binding affinity (normalized) is 0.0847. (4) The peptide sequence is KRLAETLAL. The MHC is Mamu-B1001 with pseudo-sequence Mamu-B1001. The binding affinity (normalized) is 0.132. (5) The peptide sequence is MLKLRQARL. The MHC is HLA-B46:01 with pseudo-sequence HLA-B46:01. The binding affinity (normalized) is 0.0847.